Dataset: TCR-epitope binding with 47,182 pairs between 192 epitopes and 23,139 TCRs. Task: Binary Classification. Given a T-cell receptor sequence (or CDR3 region) and an epitope sequence, predict whether binding occurs between them. (1) The epitope is RPPIFIRRL. The TCR CDR3 sequence is CASSLARPQGDYGYTF. Result: 0 (the TCR does not bind to the epitope). (2) The epitope is KLWAQCVQL. The TCR CDR3 sequence is CASSLDDSTRYTF. Result: 1 (the TCR binds to the epitope). (3) The epitope is RLYYDSMSY. The TCR CDR3 sequence is CASSLNRELTGNTIYF. Result: 0 (the TCR does not bind to the epitope). (4) The epitope is TFYLTNDVSFL. The TCR CDR3 sequence is CASSLAGGASETQYF. Result: 0 (the TCR does not bind to the epitope). (5) The epitope is RPRGEVRFL. The TCR CDR3 sequence is CASSVIGATYEQYF. Result: 1 (the TCR binds to the epitope). (6) The epitope is KAFSPEVIPMF. The TCR CDR3 sequence is CASSGDSYGYTF. Result: 1 (the TCR binds to the epitope).